The task is: Predict the reaction yield, written as a fraction of the theoretical maximum amount of product (1.0 means a 100% yield; for example, 0.34 means a 34% yield).. This data is from Reaction yield outcomes from USPTO patents with 853,638 reactions. The reactants are [F:1][C:2]1[CH:3]=[C:4]([OH:9])[CH:5]=[C:6]([F:8])[CH:7]=1.I[CH2:11][CH3:12].C(=O)([O-])[O-].[K+].[K+]. The catalyst is CC(C)=O. The product is [CH2:11]([O:9][C:4]1[CH:3]=[C:2]([F:1])[CH:7]=[C:6]([F:8])[CH:5]=1)[CH3:12]. The yield is 0.630.